Predict the reaction yield, written as a fraction of the theoretical maximum amount of product (1.0 means a 100% yield; for example, 0.34 means a 34% yield). From a dataset of Reaction yield outcomes from USPTO patents with 853,638 reactions. (1) The reactants are CC1NC=C(C(F)(F)F)N=1.C(=O)([O-])[O-].[K+].[K+].Br[C:18]1[CH:19]=[CH:20][C:21]([N+:24]([O-:26])=[O:25])=[N:22][CH:23]=1.CC(=O)OCC.[Cl-].[Na+].O. The catalyst is CS(C)=O. The product is [N+:24]([C:21]1[CH:20]=[CH:19][CH:18]=[CH:23][N:22]=1)([O-:26])=[O:25]. The yield is 0.230. (2) The reactants are [C:1]1([C@@H:7]2[CH2:9][C@H:8]2[C:10](Cl)=[O:11])[CH:6]=[CH:5][CH:4]=[CH:3][CH:2]=1.[NH2:13][C:14]1[CH:19]=[CH:18][C:17]([C:20]2[C:28]3[C:23](=[N:24][CH:25]=[N:26][C:27]=3[NH2:29])[N:22]([CH:30]3[CH2:35][CH2:34][N:33]([CH3:36])[CH2:32][CH2:31]3)[N:21]=2)=[CH:16][C:15]=1[O:37][CH3:38]. The catalyst is ClCCl.N1C=CC=CC=1. The product is [NH2:29][C:27]1[N:26]=[CH:25][N:24]=[C:23]2[N:22]([CH:30]3[CH2:35][CH2:34][N:33]([CH3:36])[CH2:32][CH2:31]3)[N:21]=[C:20]([C:17]3[CH:18]=[CH:19][C:14]([NH:13][C:10]([C@@H:8]4[CH2:9][C@H:7]4[C:1]4[CH:6]=[CH:5][CH:4]=[CH:3][CH:2]=4)=[O:11])=[C:15]([O:37][CH3:38])[CH:16]=3)[C:28]=12. The yield is 0.890. (3) The reactants are [CH3:1][N:2]1[CH2:7][CH:6]2[CH2:8][CH:3]1[CH2:4][N:5]2[C:9]1[CH:14]=[CH:13][C:12]([N+:15]([O-])=O)=[CH:11][CH:10]=1. The catalyst is C(O)C.[Pd]. The product is [CH3:1][N:2]1[CH2:7][CH:6]2[CH2:8][CH:3]1[CH2:4][N:5]2[C:9]1[CH:14]=[CH:13][C:12]([NH2:15])=[CH:11][CH:10]=1. The yield is 0.650. (4) The reactants are [Al+3].[Cl-].[Cl-].[Cl-].[CH3:5][O:6][C:7](=[O:11])[C:8](Cl)=[O:9].[C:12]1([OH:22])[C:21]2[C:16](=[CH:17][CH:18]=[CH:19][CH:20]=2)[CH:15]=[CH:14][CH:13]=1.O. The catalyst is C(Cl)Cl. The product is [CH3:5][O:6][C:7](=[O:11])[C:8]([C:15]1[C:16]2[C:21](=[CH:20][CH:19]=[CH:18][CH:17]=2)[C:12]([OH:22])=[CH:13][CH:14]=1)=[O:9]. The yield is 0.380. (5) The reactants are [CH3:1][O:2][C:3]1[CH:31]=[CH:30][C:6]([C:7]([NH:9][C:10]2[CH:15]=[C:14]([C:16]3[CH:21]=[CH:20][N:19]=[CH:18][CH:17]=3)[CH:13]=[CH:12][C:11]=2[NH:22][C:23](=[O:29])[O:24][C:25]([CH3:28])([CH3:27])[CH3:26])=[O:8])=[CH:5][CH:4]=1.[OH:32]O. The catalyst is C(Cl)Cl. The product is [C:25]([O:24][C:23]([NH:22][C:11]1[CH:12]=[CH:13][C:14]([C:16]2[CH:17]=[CH:18][N+:19]([O-:32])=[CH:20][CH:21]=2)=[CH:15][C:10]=1[NH:9][C:7](=[O:8])[C:6]1[CH:30]=[CH:31][C:3]([O:2][CH3:1])=[CH:4][CH:5]=1)=[O:29])([CH3:28])([CH3:26])[CH3:27]. The yield is 0.610. (6) The reactants are [OH-].[K+:2].C[O:4][C:5]([C:7]1[CH:8]=[C:9]([C:17]#[C:18][C:19]2[CH:24]=[CH:23][CH:22]=[CH:21][CH:20]=2)[CH:10]=[C:11]([C:13]([O:15]C)=[O:14])[CH:12]=1)=[O:6]. The catalyst is C(O)CCC. The product is [C:19]1([C:18]#[C:17][C:9]2[CH:10]=[C:11]([C:13]([O-:15])=[O:14])[CH:12]=[C:7]([CH:8]=2)[C:5]([O-:6])=[O:4])[CH:24]=[CH:23][CH:22]=[CH:21][CH:20]=1.[K+:2].[K+:2]. The yield is 0.970. (7) The reactants are [CH2:1]([N:8]1[CH:12]=[CH:11][CH:10]=[C:9]1[CH2:13][OH:14])[C:2]1[CH:7]=[CH:6][CH:5]=[CH:4][CH:3]=1.C[N+]1([O-])CCOCC1. The catalyst is C(Cl)Cl.[Ru]([O-])(=O)(=O)=O.C([N+](CCC)(CCC)CCC)CC. The product is [CH2:1]([N:8]1[CH:12]=[CH:11][CH:10]=[C:9]1[CH:13]=[O:14])[C:2]1[CH:3]=[CH:4][CH:5]=[CH:6][CH:7]=1. The yield is 0.690.